From a dataset of Forward reaction prediction with 1.9M reactions from USPTO patents (1976-2016). Predict the product of the given reaction. Given the reactants [F:1][C:2]1[CH:3]=[C:4]([CH:7]=[CH:8][C:9]=1[C:10]1[S:11][C:12]2[C:17]([N:18]=1)=[CH:16][CH:15]=[C:14]([C:19]1([C:22]3[CH:27]=[CH:26][CH:25]=[CH:24][CH:23]=3)[CH2:21][CH2:20]1)[N:13]=2)[CH:5]=O.Cl.[OH:29][CH:30]1[CH2:33][NH:32][CH2:31]1, predict the reaction product. The product is: [F:1][C:2]1[CH:3]=[C:4]([CH2:5][N:32]2[CH2:33][CH:30]([OH:29])[CH2:31]2)[CH:7]=[CH:8][C:9]=1[C:10]1[S:11][C:12]2[C:17]([N:18]=1)=[CH:16][CH:15]=[C:14]([C:19]1([C:22]3[CH:23]=[CH:24][CH:25]=[CH:26][CH:27]=3)[CH2:20][CH2:21]1)[N:13]=2.